Dataset: Peptide-MHC class I binding affinity with 185,985 pairs from IEDB/IMGT. Task: Regression. Given a peptide amino acid sequence and an MHC pseudo amino acid sequence, predict their binding affinity value. This is MHC class I binding data. (1) The peptide sequence is LSCTKNNSHH. The MHC is HLA-A03:01 with pseudo-sequence HLA-A03:01. The binding affinity (normalized) is 0. (2) The peptide sequence is RPRGAPTPT. The MHC is HLA-B15:01 with pseudo-sequence HLA-B15:01. The binding affinity (normalized) is 0.213. (3) The MHC is HLA-A23:01 with pseudo-sequence HLA-A23:01. The binding affinity (normalized) is 0.0945. The peptide sequence is LTQDLFLPFY. (4) The peptide sequence is RALIKTLPRASYSSH. The MHC is HLA-A29:02 with pseudo-sequence HLA-A29:02. The binding affinity (normalized) is 0.00596. (5) The peptide sequence is FTLVASVTI. The MHC is HLA-A68:02 with pseudo-sequence HLA-A68:02. The binding affinity (normalized) is 0.570. (6) The peptide sequence is VFQPSTGNYV. The MHC is HLA-A24:02 with pseudo-sequence HLA-A24:02. The binding affinity (normalized) is 0.322. (7) The peptide sequence is RRNRKALWL. The MHC is HLA-A03:01 with pseudo-sequence HLA-A03:01. The binding affinity (normalized) is 0.0847. (8) The peptide sequence is EVMPVSMAK. The MHC is HLA-A02:03 with pseudo-sequence HLA-A02:03. The binding affinity (normalized) is 0.0695.